This data is from Peptide-MHC class I binding affinity with 185,985 pairs from IEDB/IMGT. The task is: Regression. Given a peptide amino acid sequence and an MHC pseudo amino acid sequence, predict their binding affinity value. This is MHC class I binding data. (1) The peptide sequence is SRTPSGKRL. The MHC is HLA-B38:01 with pseudo-sequence HLA-B38:01. The binding affinity (normalized) is 0.0847. (2) The peptide sequence is KAALDLSHFL. The MHC is HLA-B45:01 with pseudo-sequence HLA-B45:01. The binding affinity (normalized) is 0. (3) The binding affinity (normalized) is 0.514. The MHC is Mamu-B17 with pseudo-sequence Mamu-B17. The peptide sequence is RRPLGIFSW.